The task is: Predict the reaction yield, written as a fraction of the theoretical maximum amount of product (1.0 means a 100% yield; for example, 0.34 means a 34% yield).. This data is from Reaction yield outcomes from USPTO patents with 853,638 reactions. (1) The reactants are [CH3:1][N:2]1[CH2:7][CH2:6][NH:5][CH2:4][CH2:3]1.Cl[C:9]1[N:18]2[N:19]=[C:20]([C:22]([F:25])([F:24])[F:23])[N:21]=[C:17]2[C:16]2[CH:15]=[C:14]([C:26]([F:29])([F:28])[F:27])[CH:13]=[CH:12][C:11]=2[N:10]=1. The product is [CH3:1][N:2]1[CH2:7][CH2:6][N:5]([C:9]2[N:18]3[N:19]=[C:20]([C:22]([F:23])([F:24])[F:25])[N:21]=[C:17]3[C:16]3[CH:15]=[C:14]([C:26]([F:28])([F:29])[F:27])[CH:13]=[CH:12][C:11]=3[N:10]=2)[CH2:4][CH2:3]1. The yield is 0.900. The catalyst is C(#N)C. (2) The reactants are [OH:1][C:2]1[CH:11]=[C:10]([C:12]#[C:13][C:14]2[CH:19]=[CH:18][CH:17]=[CH:16][CH:15]=2)[CH:9]=[CH:8][C:3]=1[C:4]([O:6]C)=[O:5].[OH-].[Na+].CC(=O)OCC. The catalyst is O.O1CCOCC1. The product is [OH:1][C:2]1[CH:11]=[C:10]([C:12]#[C:13][C:14]2[CH:19]=[CH:18][CH:17]=[CH:16][CH:15]=2)[CH:9]=[CH:8][C:3]=1[C:4]([OH:6])=[O:5]. The yield is 0.986. (3) The reactants are [CH:1]([N:4]1[CH2:9][CH2:8][CH:7]([O:10][C:11]2[CH:19]=[CH:18][C:17]3[N:16]4[C@H:20]([CH3:25])[CH2:21][NH:22][C:23](=[O:24])[C:15]4=[CH:14][C:13]=3[CH:12]=2)[CH2:6][CH2:5]1)([CH3:3])[CH3:2].[H-].[Na+].[CH2:28](Br)[C:29]1[CH:34]=[CH:33][CH:32]=[CH:31][CH:30]=1. No catalyst specified. The product is [CH2:28]([N:22]1[CH2:21][C@@H:20]([CH3:25])[N:16]2[C:17]3[CH:18]=[CH:19][C:11]([O:10][CH:7]4[CH2:8][CH2:9][N:4]([CH:1]([CH3:3])[CH3:2])[CH2:5][CH2:6]4)=[CH:12][C:13]=3[CH:14]=[C:15]2[C:23]1=[O:24])[C:29]1[CH:34]=[CH:33][CH:32]=[CH:31][CH:30]=1. The yield is 0.580. (4) The reactants are [H-].[Na+].[OH:3][CH:4]1[CH2:7][N:6]([C:8]([O:10][C:11]([CH3:14])([CH3:13])[CH3:12])=[O:9])[CH2:5]1.I[CH3:16].O. The catalyst is O1CCCC1. The product is [CH3:16][O:3][CH:4]1[CH2:5][N:6]([C:8]([O:10][C:11]([CH3:14])([CH3:13])[CH3:12])=[O:9])[CH2:7]1. The yield is 0.333. (5) The reactants are C([N-]C(C)C)(C)C.[Li+].[CH2:9]([SnH:13]([CH2:18][CH2:19][CH2:20][CH3:21])[CH2:14][CH2:15][CH2:16][CH3:17])[CH2:10][CH2:11][CH3:12].[CH3:22][O:23][C:24]1[CH:31]=[CH:30][C:27]([CH:28]=[O:29])=[CH:26][CH:25]=1.Cl[C:33]([O:35][CH3:36])=[O:34]. The catalyst is O1CCCC1. The product is [C:33](=[O:34])([O:35][CH3:36])[O:29][CH:28]([C:27]1[CH:30]=[CH:31][C:24]([O:23][CH3:22])=[CH:25][CH:26]=1)[Sn:13]([CH2:9][CH2:10][CH2:11][CH3:12])([CH2:14][CH2:15][CH2:16][CH3:17])[CH2:18][CH2:19][CH2:20][CH3:21]. The yield is 0.380.